Dataset: NCI-60 drug combinations with 297,098 pairs across 59 cell lines. Task: Regression. Given two drug SMILES strings and cell line genomic features, predict the synergy score measuring deviation from expected non-interaction effect. (1) Drug 1: C1C(C(OC1N2C=C(C(=O)NC2=O)F)CO)O. Drug 2: C1CC(=O)NC(=O)C1N2C(=O)C3=CC=CC=C3C2=O. Cell line: HCC-2998. Synergy scores: CSS=30.3, Synergy_ZIP=2.21, Synergy_Bliss=0.0167, Synergy_Loewe=-15.8, Synergy_HSA=-2.41. (2) Drug 1: C1CN1C2=NC(=NC(=N2)N3CC3)N4CC4. Drug 2: C1=NC2=C(N1)C(=S)N=C(N2)N. Cell line: RXF 393. Synergy scores: CSS=39.4, Synergy_ZIP=-11.7, Synergy_Bliss=-1.62, Synergy_Loewe=-3.38, Synergy_HSA=0.972. (3) Drug 1: CN(C)N=NC1=C(NC=N1)C(=O)N. Drug 2: C1CC(C1)(C(=O)O)C(=O)O.[NH2-].[NH2-].[Pt+2]. Cell line: NCI-H522. Synergy scores: CSS=22.1, Synergy_ZIP=-8.30, Synergy_Bliss=-2.82, Synergy_Loewe=-12.1, Synergy_HSA=-1.46.